From a dataset of Full USPTO retrosynthesis dataset with 1.9M reactions from patents (1976-2016). Predict the reactants needed to synthesize the given product. (1) Given the product [CH:17]1([C:15]([N:12]2[CH2:13][CH2:14][N:9]([C:8]3[N:7]=[C:6]([CH:21]4[CH2:22][CH2:23]4)[C:5]([CH:24]4[O:27][CH2:28][CH2:29][N:30]([S:31]([C:34]5[CH:39]=[CH:38][C:37]([N+:40]([O-:42])=[O:41])=[CH:36][CH:35]=5)(=[O:32])=[O:33])[CH2:25]4)=[CH:4][C:3]=3[C:1]#[N:2])[CH2:10][C@H:11]2[CH3:20])=[O:16])[CH2:18][CH2:19]1, predict the reactants needed to synthesize it. The reactants are: [C:1]([C:3]1[CH:4]=[C:5]([CH:24]([O:27][CH2:28][CH2:29][NH:30][S:31]([C:34]2[CH:39]=[CH:38][C:37]([N+:40]([O-:42])=[O:41])=[CH:36][CH:35]=2)(=[O:33])=[O:32])[CH2:25]I)[C:6]([CH:21]2[CH2:23][CH2:22]2)=[N:7][C:8]=1[N:9]1[CH2:14][CH2:13][N:12]([C:15]([CH:17]2[CH2:19][CH2:18]2)=[O:16])[C@H:11]([CH3:20])[CH2:10]1)#[N:2].C([O-])([O-])=O.[K+].[K+]. (2) Given the product [N:6]1[CH:7]=[CH:8][CH:9]=[C:4]([NH:3][C:20]([N:22]2[CH2:23][CH:24]([O:26][C:27]3[CH:32]=[CH:31][C:30]([I:33])=[CH:29][N:28]=3)[CH2:25]2)=[O:19])[N:5]=1, predict the reactants needed to synthesize it. The reactants are: [H-].[Na+].[NH2:3][C:4]1[N:5]=[N:6][CH:7]=[CH:8][CH:9]=1.[N+](C1C=CC([O:19][C:20]([N:22]2[CH2:25][CH:24]([O:26][C:27]3[CH:32]=[CH:31][C:30]([I:33])=[CH:29][N:28]=3)[CH2:23]2)=O)=CC=1)([O-])=O.C(=O)(O)[O-].[Na+]. (3) Given the product [CH3:25][O:24][C:23]1[CH:22]=[CH:21][C:20]([C:11]([C:12]2[CH:13]=[CH:14][C:15]([O:16][CH3:17])=[CH:18][CH:19]=2)([C:28]2[CH:33]=[CH:32][CH:31]=[CH:30][CH:29]=2)[O:10][CH2:9][C@@H:3]2[C@@H:2]([OH:1])[C:7](=[O:8])[CH2:6][CH2:5][O:4]2)=[CH:27][CH:26]=1, predict the reactants needed to synthesize it. The reactants are: [OH:1][C@H:2]1[C:7](=[O:8])[CH2:6][CH2:5][O:4][C@@H:3]1[CH2:9][OH:10].[C:11](Cl)([C:28]1[CH:33]=[CH:32][CH:31]=[CH:30][CH:29]=1)([C:20]1[CH:27]=[CH:26][C:23]([O:24][CH3:25])=[CH:22][CH:21]=1)[C:12]1[CH:19]=[CH:18][C:15]([O:16][CH3:17])=[CH:14][CH:13]=1.